Dataset: Full USPTO retrosynthesis dataset with 1.9M reactions from patents (1976-2016). Task: Predict the reactants needed to synthesize the given product. (1) Given the product [CH2:1]([O:8][C:9]([N:11]1[CH2:16][C@H:15]([O:17][CH2:18][C:19]2[CH:20]=[CH:21][C:22]3[O:27][CH2:26][CH2:25][N:24]([CH2:28][CH2:29][CH2:30][O:31][CH3:32])[C:23]=3[CH:33]=2)[C@@H:14]([C:34]2[CH:35]=[CH:36][C:37]([O:40][CH3:41])=[CH:38][CH:39]=2)[CH2:13][C@H:12]1[CH2:42][CH2:43][C:44](=[O:46])[NH:48][CH3:47])=[O:10])[C:2]1[CH:7]=[CH:6][CH:5]=[CH:4][CH:3]=1, predict the reactants needed to synthesize it. The reactants are: [CH2:1]([O:8][C:9]([N:11]1[CH2:16][C@H:15]([O:17][CH2:18][C:19]2[CH:20]=[CH:21][C:22]3[O:27][CH2:26][CH2:25][N:24]([CH2:28][CH2:29][CH2:30][O:31][CH3:32])[C:23]=3[CH:33]=2)[C@@H:14]([C:34]2[CH:39]=[CH:38][C:37]([O:40][CH3:41])=[CH:36][CH:35]=2)[CH2:13][C@H:12]1[CH2:42][CH2:43][C:44]([OH:46])=O)=[O:10])[C:2]1[CH:7]=[CH:6][CH:5]=[CH:4][CH:3]=1.[CH3:47][NH2:48]. (2) Given the product [Si:27]([O:28][CH2:29][CH:30]1[C:5]2([C:13]3[C:8](=[CH:9][C:10]([O:14][CH3:15])=[CH:11][CH:12]=3)[N:7]([C:18]([O:21][C:5]([CH3:13])([CH3:6])[CH3:4])=[O:20])[C:6]2=[O:16])[CH2:4][CH2:3][CH2:2][NH:1]1)([C:23]([CH3:26])([CH3:25])[CH3:24])([CH3:33])[CH3:32], predict the reactants needed to synthesize it. The reactants are: [NH2:1][CH2:2][CH2:3][CH2:4][CH:5]1[C:13]2[C:8](=[CH:9][C:10]([O:14][CH3:15])=[CH:11][CH:12]=2)[NH:7][C:6]1=[O:16].Cl.[C:18]([O-:21])(=[O:20])C.[Na+].[C:23]([Si:27]([CH3:33])([CH3:32])[O:28][CH2:29][CH:30]=O)([CH3:26])([CH3:25])[CH3:24]. (3) Given the product [C:32]([C:29]1[CH:30]=[CH:31][C:26]([C:25]#[C:24][C:22]2[CH:21]=[CH:20][C:19]([O:36][C:37]([F:38])([F:39])[F:40])=[C:18]([CH:23]=2)[C:17]([NH:16][C:4]([CH2:5][C:6]2[C:14]3[C:9](=[CH:10][CH:11]=[CH:12][CH:13]=3)[NH:8][CH:7]=2)([CH3:15])[CH2:3][OH:2])=[O:41])=[C:27]([CH3:35])[CH:28]=1)(=[O:34])[NH2:33], predict the reactants needed to synthesize it. The reactants are: C[O:2][C:3](=O)[C:4]([NH:16][C:17](=[O:41])[C:18]1[CH:23]=[C:22]([C:24]#[C:25][C:26]2[CH:31]=[CH:30][C:29]([C:32](=[O:34])[NH2:33])=[CH:28][C:27]=2[CH3:35])[CH:21]=[CH:20][C:19]=1[O:36][C:37]([F:40])([F:39])[F:38])([CH3:15])[CH2:5][C:6]1[C:14]2[C:9](=[CH:10][CH:11]=[CH:12][CH:13]=2)[NH:8][CH:7]=1.[BH4-].[Li+]. (4) Given the product [CH2:10]([O:9][C:7]([C@H:5]1[CH2:4][CH2:3][C:2](=[O:1])[N:6]1[CH2:18][C:19]1[CH:24]=[CH:23][CH:22]=[CH:21][C:20]=1[C:25]([F:26])([F:27])[F:28])=[O:8])[CH3:11], predict the reactants needed to synthesize it. The reactants are: [O:1]=[C:2]1[NH:6][C@@H:5]([C:7]([O:9][CH2:10][CH3:11])=[O:8])[CH2:4][CH2:3]1.CN(C=O)C.Br[CH2:18][C:19]1[CH:24]=[CH:23][CH:22]=[CH:21][C:20]=1[C:25]([F:28])([F:27])[F:26].C([O-])([O-])=O.[K+].[K+].C1OCCOCCOCCOCCOCCOC1. (5) Given the product [C:13]([O:12][C:11]([N:10]([CH2:18][C@@H:19]([C:27]1[CH:32]=[CH:31][CH:30]=[CH:29][CH:28]=1)[O:20][CH:21]1[CH2:26][CH2:25][CH2:24][CH2:23][O:22]1)[CH2:9][CH2:8][C:5]1[CH:6]=[CH:7][C:2]([C:42]2[CH:43]=[CH:44][C:45]([C:46]([O:48][CH3:49])=[O:47])=[C:40]([O:39][CH:33]3[CH2:38][CH2:37][CH2:36][CH2:35][CH2:34]3)[CH:41]=2)=[CH:3][CH:4]=1)=[O:17])([CH3:16])([CH3:15])[CH3:14], predict the reactants needed to synthesize it. The reactants are: Br[C:2]1[CH:7]=[CH:6][C:5]([CH2:8][CH2:9][N:10]([CH2:18][C@@H:19]([C:27]2[CH:32]=[CH:31][CH:30]=[CH:29][CH:28]=2)[O:20][CH:21]2[CH2:26][CH2:25][CH2:24][CH2:23][O:22]2)[C:11](=[O:17])[O:12][C:13]([CH3:16])([CH3:15])[CH3:14])=[CH:4][CH:3]=1.[CH:33]1([O:39][C:40]2[CH:41]=[C:42](B(O)O)[CH:43]=[CH:44][C:45]=2[C:46]([O:48][CH3:49])=[O:47])[CH2:38][CH2:37][CH2:36][CH2:35][CH2:34]1.C(=O)([O-])[O-].[Na+].[Na+].